This data is from CYP3A4 inhibition data for predicting drug metabolism from PubChem BioAssay. The task is: Regression/Classification. Given a drug SMILES string, predict its absorption, distribution, metabolism, or excretion properties. Task type varies by dataset: regression for continuous measurements (e.g., permeability, clearance, half-life) or binary classification for categorical outcomes (e.g., BBB penetration, CYP inhibition). Dataset: cyp3a4_veith. (1) The compound is Cc1ccc2[nH]c3c(N4CCc5ccccc5C4)ncnc3c2c1. The result is 0 (non-inhibitor). (2) The compound is COC(=O)c1cc(OC)c(OC)cc1NC(=S)Nc1cccc(Cl)c1. The result is 1 (inhibitor). (3) The molecule is COc1ccc(C(=O)N2CCC3(CCN(Cc4ccc(C#N)cc4)CC3)CC2)cc1. The result is 0 (non-inhibitor). (4) The drug is CCC/C=C(\CCC)C(NS(=O)(=O)c1cccc2cccnc12)c1ccc(-c2ccccc2)cc1. The result is 1 (inhibitor). (5) The result is 0 (non-inhibitor). The compound is O=C(O)CNCCc1ccccc1.